Dataset: Catalyst prediction with 721,799 reactions and 888 catalyst types from USPTO. Task: Predict which catalyst facilitates the given reaction. (1) Reactant: [C:1]([O:5][C:6]([N:8]([CH3:32])[C@@H:9]([CH3:31])[C:10]([NH:12][C@@H:13]([CH:28]([CH3:30])[CH3:29])[C:14]([N:16]1[C:20]2=[N:21][CH:22]=[CH:23][CH:24]=[C:19]2[CH2:18][CH:17]1[C:25](O)=[O:26])=[O:15])=[O:11])=[O:7])([CH3:4])([CH3:3])[CH3:2].CN1CCOCC1.ClC(OCC(C)C)=O.[BH4-].[Na+]. Product: [C:1]([O:5][C:6](=[O:7])[N:8]([C@H:9]([C:10](=[O:11])[NH:12][C@H:13]([C:14]([N:16]1[C:20]2=[N:21][CH:22]=[CH:23][CH:24]=[C:19]2[CH2:18][CH:17]1[CH2:25][OH:26])=[O:15])[CH:28]([CH3:30])[CH3:29])[CH3:31])[CH3:32])([CH3:3])([CH3:2])[CH3:4]. The catalyst class is: 20. (2) Reactant: [O:1]1[CH2:6][CH2:5][N:4]([NH:7][C:8]([C:10]2[CH:24]=[CH:23][C:13]([CH2:14][NH:15][C:16](=[O:22])[O:17][C:18]([CH3:21])([CH3:20])[CH3:19])=[CH:12][CH:11]=2)=[O:9])[CH2:3][CH2:2]1.C([O-])([O-])=O.[K+].[K+].[I-].[K+].[CH2:33](Br)[C:34]1[CH:39]=[CH:38][CH:37]=[CH:36][CH:35]=1.[NH4+].[Cl-]. Product: [CH2:33]([N:7]([N:4]1[CH2:5][CH2:6][O:1][CH2:2][CH2:3]1)[C:8]([C:10]1[CH:11]=[CH:12][C:13]([CH2:14][NH:15][C:16](=[O:22])[O:17][C:18]([CH3:20])([CH3:21])[CH3:19])=[CH:23][CH:24]=1)=[O:9])[C:34]1[CH:39]=[CH:38][CH:37]=[CH:36][CH:35]=1. The catalyst class is: 3. (3) Reactant: [OH-].[CH3:2][N+:3]([CH3:8])([CH3:7])[CH2:4][CH2:5][CH3:6].[C:9]([OH:12])(=[O:11])[CH3:10]. Product: [C:9]([O-:12])(=[O:11])[CH3:10].[CH3:2][N+:3]([CH3:8])([CH3:7])[CH2:4][CH2:5][CH3:6]. The catalyst class is: 5. (4) Reactant: [CH:1]1([CH2:6][CH:7]([C:11]2[CH:16]=[CH:15][C:14]([Cl:17])=[C:13]([Cl:18])[CH:12]=2)[C:8]([OH:10])=O)[CH2:5][CH2:4][CH2:3][CH2:2]1.F[P-](F)(F)(F)(F)F.N1(O[P+](N(C)C)(N(C)C)N(C)C)C2C=CC=CC=2N=N1.C(N(CC)CC)C.[NH2:53][C:54]1[S:55][C:56]2[CH2:62][CH2:61][CH2:60][CH2:59][C:57]=2[N:58]=1. The catalyst class is: 255. Product: [CH:1]1([CH2:6][CH:7]([C:11]2[CH:16]=[CH:15][C:14]([Cl:17])=[C:13]([Cl:18])[CH:12]=2)[C:8]([NH:53][C:54]2[S:55][C:56]3[CH2:62][CH2:61][CH2:60][CH2:59][C:57]=3[N:58]=2)=[O:10])[CH2:2][CH2:3][CH2:4][CH2:5]1. (5) Reactant: Br[C:2]([CH3:15])([CH3:14])[C:3]([C:5]1[CH:10]=[CH:9][C:8]([CH2:11][CH2:12][Br:13])=[CH:7][CH:6]=1)=[O:4].[OH-].[Na+].C([OH:20])C. Product: [Br:13][CH2:12][CH2:11][C:8]1[CH:9]=[CH:10][C:5]([C:3](=[O:4])[C:2]([OH:20])([CH3:15])[CH3:14])=[CH:6][CH:7]=1. The catalyst class is: 57. (6) Reactant: CCCP1(OP(CCC)(=O)OP(CCC)(=O)O1)=O.[Cl:19][C:20]1[CH:25]=[CH:24][C:23]([C:26]2[S:27][C:28]([C:36]([OH:38])=O)=[C:29]([CH2:31][C:32]([O:34][CH3:35])=[O:33])[N:30]=2)=[CH:22][CH:21]=1.[C:39]([O:43][C:44]([N:46]1[CH2:49][CH:48]([O:50][C:51]2[CH:56]=[CH:55][C:54]([NH2:57])=[CH:53][C:52]=2[O:58][CH3:59])[CH2:47]1)=[O:45])([CH3:42])([CH3:41])[CH3:40].CN1CCOCC1. Product: [C:39]([O:43][C:44]([N:46]1[CH2:47][CH:48]([O:50][C:51]2[CH:56]=[CH:55][C:54]([NH:57][C:36]([C:28]3[S:27][C:26]([C:23]4[CH:22]=[CH:21][C:20]([Cl:19])=[CH:25][CH:24]=4)=[N:30][C:29]=3[CH2:31][C:32]([O:34][CH3:35])=[O:33])=[O:38])=[CH:53][C:52]=2[O:58][CH3:59])[CH2:49]1)=[O:45])([CH3:42])([CH3:41])[CH3:40]. The catalyst class is: 1. (7) Reactant: FC(F)(F)C(O[C:6]1[CH2:7][CH2:8][N:9]([C:12]([O:14][C:15]([CH3:18])([CH3:17])[CH3:16])=[O:13])[CH2:10][CH:11]=1)=O.[CH3:21][Sn:22]([CH3:28])([CH3:27])[Sn:22]([CH3:28])([CH3:27])[CH3:21].[Cl-].[Li+]. Product: [CH3:21][Sn:22]([CH3:28])([CH3:27])[C:6]1[CH2:7][CH2:8][N:9]([C:12]([O:14][C:15]([CH3:18])([CH3:17])[CH3:16])=[O:13])[CH2:10][CH:11]=1. The catalyst class is: 12.